Task: Predict the product of the given reaction.. Dataset: Forward reaction prediction with 1.9M reactions from USPTO patents (1976-2016) (1) Given the reactants [Cl:1][C:2]1[S:6][C:5]([S:7]([NH:10][C@H:11]([CH2:15][CH:16]2[CH2:18][CH2:17]2)[C:12]([NH2:14])=[O:13])(=[O:9])=[O:8])=[CH:4][CH:3]=1.[Br:19][C:20]1[CH:27]=[CH:26][C:23]([CH2:24]Br)=[C:22]([F:28])[CH:21]=1.C([O-])([O-])=O.[Cs+].[Cs+], predict the reaction product. The product is: [Br:19][C:20]1[CH:27]=[CH:26][C:23]([CH2:24][N:10]([C@H:11]([CH2:15][CH:16]2[CH2:17][CH2:18]2)[C:12]([NH2:14])=[O:13])[S:7]([C:5]2[S:6][C:2]([Cl:1])=[CH:3][CH:4]=2)(=[O:8])=[O:9])=[C:22]([F:28])[CH:21]=1. (2) Given the reactants C[Si]([N-][Si](C)(C)C)(C)C.[Li+].O1CCCC1.[CH3:16][C@H:17]1[CH2:22][C:21](=[O:23])[CH2:20][C@H:19]([CH3:24])[N:18]1[C:25]([O:27][C:28]([CH3:31])([CH3:30])[CH3:29])=[O:26].C1C=CC(N([S:39]([C:42]([F:45])([F:44])[F:43])(=[O:41])=[O:40])[S:39]([C:42]([F:45])([F:44])[F:43])(=[O:41])=[O:40])=CC=1, predict the reaction product. The product is: [CH3:16][C@H:17]1[CH2:22][C:21]([O:23][S:39]([C:42]([F:45])([F:44])[F:43])(=[O:41])=[O:40])=[CH:20][C@H:19]([CH3:24])[N:18]1[C:25]([O:27][C:28]([CH3:29])([CH3:31])[CH3:30])=[O:26]. (3) Given the reactants C[O:2][C:3](=O)[CH:4]([C:25]1[CH:30]=[CH:29][CH:28]=[C:27]([Cl:31])[CH:26]=1)[N:5]1[CH2:10][CH2:9][N:8]([C:11](=[O:24])[NH:12][C:13]2[S:14][C:15]3[N:16]=[CH:17][N:18]=[C:19]([O:22][CH3:23])[C:20]=3[N:21]=2)[CH2:7][CH2:6]1.[H-].[Al+3].[Li+].[H-].[H-].[H-], predict the reaction product. The product is: [CH3:23][O:22][C:19]1[C:20]2[N:21]=[C:13]([NH:12][C:11]([N:8]3[CH2:9][CH2:10][N:5]([CH:4]([C:25]4[CH:30]=[CH:29][CH:28]=[C:27]([Cl:31])[CH:26]=4)[CH2:3][OH:2])[CH2:6][CH2:7]3)=[O:24])[S:14][C:15]=2[N:16]=[CH:17][N:18]=1. (4) Given the reactants [Cl:1][C:2]1[C:3]([F:45])=[C:4]([C@@H:8]2[C@:12]([C:15]3[CH:20]=[CH:19][C:18]([Cl:21])=[CH:17][C:16]=3[F:22])([C:13]#[N:14])[C@H:11]([CH2:23][C:24]([CH3:27])([CH3:26])[CH3:25])[NH:10][C@H:9]2[C:28]([NH:30][C:31]2[CH:39]=[CH:38][C:34](C(O)=O)=[CH:33][C:32]=2[O:40]C(F)(F)F)=[O:29])[CH:5]=[CH:6][CH:7]=1.[CH3:46]OCCOC.C=O.Cl, predict the reaction product. The product is: [Cl:1][C:2]1[C:3]([F:45])=[C:4]([C@H:8]2[C@H:9]3[N:10]([CH2:46][N:30]([C:31]4[CH:39]=[CH:38][CH:34]=[CH:33][C:32]=4[OH:40])[C:28]3=[O:29])[C@@H:11]([CH2:23][C:24]([CH3:26])([CH3:27])[CH3:25])[C@@:12]2([C:15]2[CH:20]=[CH:19][C:18]([Cl:21])=[CH:17][C:16]=2[F:22])[C:13]#[N:14])[CH:5]=[CH:6][CH:7]=1. (5) Given the reactants [N:1]1[CH:6]=[CH:5][CH:4]=[C:3]([C:7]2[N:8]=[C:9]([CH2:12][C:13]#[N:14])[NH:10][N:11]=2)[CH:2]=1.C([O:17][C:18](=O)[CH:19]([C:23]1[CH:28]=[CH:27][CH:26]=[CH:25][CH:24]=1)[C:20]([CH3:22])=O)C.C([O-])(=O)C.[NH4+], predict the reaction product. The product is: [CH3:22][C:20]1[C:12]([C:13]#[N:14])=[C:9]2[NH:8][C:7]([C:3]3[CH:2]=[N:1][CH:6]=[CH:5][CH:4]=3)=[N:11][N:10]2[C:18](=[O:17])[C:19]=1[C:23]1[CH:28]=[CH:27][CH:26]=[CH:25][CH:24]=1.